From a dataset of Forward reaction prediction with 1.9M reactions from USPTO patents (1976-2016). Predict the product of the given reaction. (1) Given the reactants [CH2:1]([O:3][C:4]([C:6]1([CH2:19][CH:20]=O)[CH2:11][CH2:10][N:9]([C:12]([O:14][C:15]([CH3:18])([CH3:17])[CH3:16])=[O:13])[CH2:8][CH2:7]1)=[O:5])[CH3:2].ClC(Cl)C.[NH2:26][C:27]1[CH:28]=[CH:29][C:30]([Br:34])=[N:31][C:32]=1[CH3:33].C(O)(=O)C.[BH-](OC(C)=O)(OC(C)=O)OC(C)=O.[Na+], predict the reaction product. The product is: [CH2:1]([O:3][C:4]([C:6]1([CH2:19][CH2:20][NH:26][C:27]2[C:32]([CH3:33])=[N:31][C:30]([Br:34])=[CH:29][CH:28]=2)[CH2:7][CH2:8][N:9]([C:12]([O:14][C:15]([CH3:18])([CH3:17])[CH3:16])=[O:13])[CH2:10][CH2:11]1)=[O:5])[CH3:2]. (2) The product is: [NH2:11][C:12]1[C:13]2[CH:28]=[C:6]([CH:7]([OH:10])[CH2:8][OH:3])[S:26][C:14]=2[N:15]=[C:16]([C:18]2[CH:19]=[C:20]([CH:23]=[CH:24][CH:25]=2)[C:21]#[N:22])[N:17]=1. Given the reactants CS(N)(=O)=[O:3].[CH3:6][C:7]([OH:10])(C)[CH3:8].[NH2:11][C:12]1[C:13]2[CH:28]=C(C=C)[S:26][C:14]=2[N:15]=[C:16]([C:18]2[CH:19]=[C:20]([CH:23]=[CH:24][CH:25]=2)[C:21]#[N:22])[N:17]=1.S([O-])([O-])=O.[Na+].[Na+], predict the reaction product.